Dataset: Full USPTO retrosynthesis dataset with 1.9M reactions from patents (1976-2016). Task: Predict the reactants needed to synthesize the given product. Given the product [Br:15][C:5]1[CH:6]=[C:7]([CH:11]=[CH:12][C:4]=1[O:3][C:2]([F:13])([F:14])[F:1])[C:8]([OH:10])=[O:9], predict the reactants needed to synthesize it. The reactants are: [F:1][C:2]([F:14])([F:13])[O:3][C:4]1[CH:12]=[CH:11][C:7]([C:8]([OH:10])=[O:9])=[CH:6][CH:5]=1.[Br:15]Br.